This data is from Full USPTO retrosynthesis dataset with 1.9M reactions from patents (1976-2016). The task is: Predict the reactants needed to synthesize the given product. (1) Given the product [F:11][CH2:10][C:9]1([CH2:12][F:13])[O:14][B:23]([OH:24])[C:2]2[CH:7]=[C:6]([CH3:8])[CH:5]=[CH:4][C:3]1=2, predict the reactants needed to synthesize it. The reactants are: Br[C:2]1[CH:7]=[C:6]([CH3:8])[CH:5]=[CH:4][C:3]=1[C:9]([O:14]COC)([CH2:12][F:13])[CH2:10][F:11].[Li]CCCC.[B:23](OC(C)C)(OC(C)C)[O:24]C(C)C. (2) Given the product [CH:35]#[C:36][CH2:37][N:38]1[C:47](=[O:48])[CH2:46][O:45][C:44]2[C:39]1=[CH:40][C:41]([N:50]1[C:55](=[O:56])[C:54]3[CH2:57][CH2:58][CH2:59][CH2:60][C:53]=3[C:51]1=[O:52])=[C:42]([F:49])[CH:43]=2.[OH2:2], predict the reactants needed to synthesize it. The reactants are: C[O:2]C1C(O)=C(C[C@@H](OC2C=CC(CCCS([O-])(=O)=O)=CC=2OC)CS([O-])(=O)=O)C=CC=1.[Na+].[Na+].[CH:35]#[C:36][CH2:37][N:38]1[C:47](=[O:48])[CH2:46][O:45][C:44]2[C:39]1=[CH:40][C:41]([N:50]1[C:55](=[O:56])[C:54]3[CH2:57][CH2:58][CH2:59][CH2:60][C:53]=3[C:51]1=[O:52])=[C:42]([F:49])[CH:43]=2. (3) Given the product [Br:1][C:2]1[CH:3]=[C:4]([CH:7]=[CH:8][C:9]=1[F:10])[CH:5]=[C:14]1[C:15]2[C:20](=[CH:19][CH:18]=[CH:17][CH:16]=2)[C:12](=[O:11])[O:13]1, predict the reactants needed to synthesize it. The reactants are: [Br:1][C:2]1[CH:3]=[C:4]([CH:7]=[CH:8][C:9]=1[F:10])[CH:5]=O.[O:11]=[C:12]1[C:20]2[C:15](=[CH:16][CH:17]=[CH:18][CH:19]=2)[CH:14](P(=O)(OC)OC)[O:13]1. (4) The reactants are: C[O:2][C:3](=[O:24])[C:4]1[CH:9]=[CH:8][C:7]([Cl:10])=[C:6]([NH:11][C:12]([C:14]2[CH:15]=[N:16][C:17]([NH:20][CH:21]([CH3:23])[CH3:22])=[CH:18][CH:19]=2)=[O:13])[CH:5]=1.[OH-].[Na+].Cl. Given the product [Cl:10][C:7]1[CH:8]=[CH:9][C:4]([C:3]([OH:24])=[O:2])=[CH:5][C:6]=1[NH:11][C:12]([C:14]1[CH:15]=[N:16][C:17]([NH:20][CH:21]([CH3:23])[CH3:22])=[CH:18][CH:19]=1)=[O:13], predict the reactants needed to synthesize it. (5) Given the product [C:1]([C:5]1[CH:13]=[C:12]([CH:11]=[C:7]([CH2:8][OH:9])[CH:6]=1)[C:14]([O:16][CH3:17])=[O:15])([CH3:4])([CH3:2])[CH3:3], predict the reactants needed to synthesize it. The reactants are: [C:1]([C:5]1[CH:6]=[C:7]([CH:11]=[C:12]([C:14]([O:16][CH3:17])=[O:15])[CH:13]=1)[C:8](O)=[O:9])([CH3:4])([CH3:3])[CH3:2].B.